From a dataset of Full USPTO retrosynthesis dataset with 1.9M reactions from patents (1976-2016). Predict the reactants needed to synthesize the given product. (1) The reactants are: [C:1]([O:5][C:6]([NH:8][C:9]1[C:18]2[C:13](=[CH:14][CH:15]=[CH:16][CH:17]=2)[C:12]([O:19][C:20]2[CH:25]=[CH:24][N:23]=[C:22]([NH:26][C:27]3[CH:28]=[C:29]([CH:33]=[C:34]([C:36]#[C:37][Si](C(C)C)(C(C)C)C(C)C)[CH:35]=3)[C:30]([OH:32])=[O:31])[N:21]=2)=[CH:11][CH:10]=1)=[O:7])([CH3:4])([CH3:3])[CH3:2].CCCC[N+](CCCC)(CCCC)CCCC.[F-].Cl. Given the product [C:1]([O:5][C:6]([NH:8][C:9]1[C:18]2[C:13](=[CH:14][CH:15]=[CH:16][CH:17]=2)[C:12]([O:19][C:20]2[CH:25]=[CH:24][N:23]=[C:22]([NH:26][C:27]3[CH:28]=[C:29]([CH:33]=[C:34]([C:36]#[CH:37])[CH:35]=3)[C:30]([OH:32])=[O:31])[N:21]=2)=[CH:11][CH:10]=1)=[O:7])([CH3:4])([CH3:3])[CH3:2], predict the reactants needed to synthesize it. (2) Given the product [CH2:1]([O:8][N:9]1[C:15](=[O:16])[N:14]2[CH2:17][C@H:10]1[CH2:11][CH2:12][C@H:13]2[C:18]([OH:20])=[O:19])[C:2]1[CH:7]=[CH:6][CH:5]=[CH:4][CH:3]=1, predict the reactants needed to synthesize it. The reactants are: [CH2:1]([O:8][N:9]1[C:15](=[O:16])[N:14]2[CH2:17][C@H:10]1[CH2:11][CH2:12][C@H:13]2[C:18]([O:20]CC=C)=[O:19])[C:2]1[CH:7]=[CH:6][CH:5]=[CH:4][CH:3]=1.C(C(CCCC)C([O-])=O)C.[Na+].C1(N)CCCCC1. (3) Given the product [CH2:15]([C:14]1[C:4]2[C:5](=[CH:9][C:10]([O:12][CH3:13])=[CH:11][C:3]=2[O:2][CH3:1])[C:6](=[O:7])[NH:25][N:24]=1)[C:16]1[CH:21]=[CH:20][CH:19]=[CH:18][CH:17]=1, predict the reactants needed to synthesize it. The reactants are: [CH3:1][O:2][C:3]1[C:4]([C:14](=O)[CH2:15][C:16]2[CH:21]=[CH:20][CH:19]=[CH:18][CH:17]=2)=[C:5]([CH:9]=[C:10]([O:12][CH3:13])[CH:11]=1)[C:6](O)=[O:7].O.[NH2:24][NH2:25].